This data is from NCI-60 drug combinations with 297,098 pairs across 59 cell lines. The task is: Regression. Given two drug SMILES strings and cell line genomic features, predict the synergy score measuring deviation from expected non-interaction effect. (1) Drug 1: C1=C(C(=O)NC(=O)N1)F. Drug 2: C1CC(C1)(C(=O)O)C(=O)O.[NH2-].[NH2-].[Pt+2]. Cell line: SF-295. Synergy scores: CSS=44.4, Synergy_ZIP=-11.7, Synergy_Bliss=-6.64, Synergy_Loewe=-3.90, Synergy_HSA=-0.567. (2) Cell line: KM12. Drug 2: CC1C(C(CC(O1)OC2CC(OC(C2O)C)OC3=CC4=CC5=C(C(=O)C(C(C5)C(C(=O)C(C(C)O)O)OC)OC6CC(C(C(O6)C)O)OC7CC(C(C(O7)C)O)OC8CC(C(C(O8)C)O)(C)O)C(=C4C(=C3C)O)O)O)O. Drug 1: CCCS(=O)(=O)NC1=C(C(=C(C=C1)F)C(=O)C2=CNC3=C2C=C(C=N3)C4=CC=C(C=C4)Cl)F. Synergy scores: CSS=4.08, Synergy_ZIP=34.6, Synergy_Bliss=31.7, Synergy_Loewe=28.7, Synergy_HSA=28.4. (3) Drug 1: CCCS(=O)(=O)NC1=C(C(=C(C=C1)F)C(=O)C2=CNC3=C2C=C(C=N3)C4=CC=C(C=C4)Cl)F. Drug 2: COC1=C2C(=CC3=C1OC=C3)C=CC(=O)O2. Cell line: SR. Synergy scores: CSS=18.2, Synergy_ZIP=-2.99, Synergy_Bliss=1.43, Synergy_Loewe=-4.49, Synergy_HSA=0.769. (4) Drug 1: CS(=O)(=O)C1=CC(=C(C=C1)C(=O)NC2=CC(=C(C=C2)Cl)C3=CC=CC=N3)Cl. Drug 2: CCN(CC)CCNC(=O)C1=C(NC(=C1C)C=C2C3=C(C=CC(=C3)F)NC2=O)C. Cell line: HS 578T. Synergy scores: CSS=-8.53, Synergy_ZIP=6.14, Synergy_Bliss=6.45, Synergy_Loewe=-1.85, Synergy_HSA=-0.931. (5) Drug 1: CC1=CC2C(CCC3(C2CCC3(C(=O)C)OC(=O)C)C)C4(C1=CC(=O)CC4)C. Drug 2: C1C(C(OC1N2C=NC3=C2NC=NCC3O)CO)O. Cell line: SNB-75. Synergy scores: CSS=-7.08, Synergy_ZIP=1.68, Synergy_Bliss=-4.93, Synergy_Loewe=-10.5, Synergy_HSA=-10.3. (6) Drug 1: C1=CC(=CC=C1C#N)C(C2=CC=C(C=C2)C#N)N3C=NC=N3. Drug 2: COC1=C2C(=CC3=C1OC=C3)C=CC(=O)O2. Cell line: SF-295. Synergy scores: CSS=0.271, Synergy_ZIP=6.98, Synergy_Bliss=1.54, Synergy_Loewe=1.11, Synergy_HSA=0.443. (7) Drug 1: C1CC(CNC1)C2=CC=C(C=C2)N3C=C4C=CC=C(C4=N3)C(=O)N. Drug 2: C1CCC(C(C1)[NH-])[NH-].C(=O)(C(=O)[O-])[O-].[Pt+4]. Cell line: NCI-H460. Synergy scores: CSS=27.7, Synergy_ZIP=-3.62, Synergy_Bliss=-7.35, Synergy_Loewe=-12.6, Synergy_HSA=-3.17.